This data is from Full USPTO retrosynthesis dataset with 1.9M reactions from patents (1976-2016). The task is: Predict the reactants needed to synthesize the given product. Given the product [CH2:9]([N:4]([CH2:23][C:17]1[CH:22]=[CH:21][CH:20]=[CH:19][CH:18]=1)[CH2:3][CH2:1][OH:2])[C:10]1[CH:15]=[CH:14][CH:13]=[CH:12][CH:11]=1, predict the reactants needed to synthesize it. The reactants are: [CH2:1]([CH2:3][NH2:4])[OH:2].CO.[OH-].[Na+].[CH2:9](Cl)[C:10]1[CH:15]=[CH:14][CH:13]=[CH:12][CH:11]=1.[CH2:17]1[CH2:22][CH2:21][CH2:20][CH2:19][CH2:18]1.[C:23](OCC)(=O)C.